Dataset: Reaction yield outcomes from USPTO patents with 853,638 reactions. Task: Predict the reaction yield, written as a fraction of the theoretical maximum amount of product (1.0 means a 100% yield; for example, 0.34 means a 34% yield). (1) The reactants are C([O:5][C:6](=[O:34])[C:7]([CH3:33])([S:9][C:10]1[CH:32]=[CH:31][C:13]([C:14]([O:16][CH2:17][C:18]2[N:22]([CH2:23][C:24]3[CH:29]=[CH:28][C:27]([CH3:30])=[CH:26][CH:25]=3)[N:21]=[N:20][CH:19]=2)=[O:15])=[CH:12][CH:11]=1)[CH3:8])(C)(C)C.Cl. The catalyst is O1CCOCC1. The product is [CH3:33][C:7]([S:9][C:10]1[CH:11]=[CH:12][C:13]([C:14]([O:16][CH2:17][C:18]2[N:22]([CH2:23][C:24]3[CH:25]=[CH:26][C:27]([CH3:30])=[CH:28][CH:29]=3)[N:21]=[N:20][CH:19]=2)=[O:15])=[CH:31][CH:32]=1)([CH3:8])[C:6]([OH:34])=[O:5]. The yield is 0.850. (2) The reactants are Cl[C:2]1[C:11]2[C:6](=[CH:7][C:8]([O:12][CH3:13])=[CH:9][CH:10]=2)[C:5]([O:14][CH3:15])=[CH:4][N:3]=1.[F-:16].[Cs+]. The catalyst is CS(C)=O.O. The product is [F:16][C:2]1[C:11]2[C:6](=[CH:7][C:8]([O:12][CH3:13])=[CH:9][CH:10]=2)[C:5]([O:14][CH3:15])=[CH:4][N:3]=1. The yield is 0.201. (3) The reactants are C1(P(=[C:20]2[CH2:25][C:24](=[O:26])[NH:23][C:21]2=[O:22])(C2C=CC=CC=2)C2C=CC=CC=2)C=CC=CC=1.[N:27]1([C:32]2[CH:37]=[CH:36][C:35]([NH:38][C:39]3[C:44]([CH3:45])=[C:43]([NH:46][CH:47]4[CH2:49][CH2:48]4)[N:42]4[N:50]=[CH:51][C:52]([CH:53]=O)=[C:41]4[N:40]=3)=[CH:34][CH:33]=2)[CH:31]=[CH:30][CH:29]=[N:28]1. The catalyst is C(O)C.CN(C=O)C.O. The product is [N:27]1([C:32]2[CH:33]=[CH:34][C:35]([NH:38][C:39]3[C:44]([CH3:45])=[C:43]([NH:46][CH:47]4[CH2:49][CH2:48]4)[N:42]4[N:50]=[CH:51][C:52]([CH:53]=[C:20]5[CH2:25][C:24](=[O:26])[NH:23][C:21]5=[O:22])=[C:41]4[N:40]=3)=[CH:36][CH:37]=2)[CH:31]=[CH:30][CH:29]=[N:28]1. The yield is 0.160. (4) The reactants are C(OC([N:8]1[CH2:13][CH2:12][N:11]([C:14]2[CH:15]=[N:16][C:17]([NH:20][C:21]3[N:22]=[CH:23][C:24]4[CH:29]=[C:28]([C:30]#[N:31])[N:27]([CH:32]5[CH2:36][CH2:35][CH2:34][CH2:33]5)[C:25]=4[N:26]=3)=[CH:18][CH:19]=2)[CH2:10][CH2:9]1)=O)(C)(C)C. The catalyst is C(OCC)C. The product is [CH:32]1([N:27]2[C:25]3[N:26]=[C:21]([NH:20][C:17]4[CH:18]=[CH:19][C:14]([N:11]5[CH2:10][CH2:9][NH:8][CH2:13][CH2:12]5)=[CH:15][N:16]=4)[N:22]=[CH:23][C:24]=3[CH:29]=[C:28]2[C:30]#[N:31])[CH2:36][CH2:35][CH2:34][CH2:33]1. The yield is 0.0700.